Dataset: Forward reaction prediction with 1.9M reactions from USPTO patents (1976-2016). Task: Predict the product of the given reaction. (1) Given the reactants C(OC(=O)[NH:7][CH2:8][C:9]1[N:10]=[N:11][N:12]([CH2:14][CH2:15][CH2:16][CH2:17][N:18]2[CH:22]=[C:21]([C:23](=[O:37])[NH:24][CH2:25][C:26]3[CH:31]=[CH:30][CH:29]=[C:28]([O:32][C:33]([F:36])([F:35])[F:34])[CH:27]=3)[N:20]=[N:19]2)[CH:13]=1)(C)(C)C, predict the reaction product. The product is: [NH2:7][CH2:8][C:9]1[N:10]=[N:11][N:12]([CH2:14][CH2:15][CH2:16][CH2:17][N:18]2[CH:22]=[C:21]([C:23]([NH:24][CH2:25][C:26]3[CH:31]=[CH:30][CH:29]=[C:28]([O:32][C:33]([F:34])([F:35])[F:36])[CH:27]=3)=[O:37])[N:20]=[N:19]2)[CH:13]=1. (2) Given the reactants [Br:1][C:2]1[CH:3]=[C:4]2[C:8](=[CH:9][CH:10]=1)[NH:7][C:6]([C:11](=O)[NH:12]C(C)(C)C)=[C:5]2[CH2:18][C:19]([O:21][CH3:22])=[O:20].O=P(Cl)(Cl)Cl, predict the reaction product. The product is: [Br:1][C:2]1[CH:3]=[C:4]2[C:8](=[CH:9][CH:10]=1)[NH:7][C:6]([C:11]#[N:12])=[C:5]2[CH2:18][C:19]([O:21][CH3:22])=[O:20]. (3) Given the reactants [CH3:1][O:2][C:3]1[CH:8]=[CH:7][C:6]([C:9]2[CH:14]=[CH:13][C:12]([S:15](Cl)(=[O:17])=[O:16])=[CH:11][CH:10]=2)=[CH:5][CH:4]=1.[NH2:19][C:20]1[CH:21]=[C:22]([C:26]2[NH:30][N:29]=[N:28][N:27]=2)[CH:23]=[CH:24][CH:25]=1, predict the reaction product. The product is: [CH3:1][O:2][C:3]1[CH:8]=[CH:7][C:6]([C:9]2[CH:14]=[CH:13][C:12]([S:15]([NH:19][C:20]3[CH:25]=[CH:24][CH:23]=[C:22]([C:26]4[NH:30][N:29]=[N:28][N:27]=4)[CH:21]=3)(=[O:17])=[O:16])=[CH:11][CH:10]=2)=[CH:5][CH:4]=1. (4) Given the reactants [CH3:1][O:2][C:3]1[CH:4]=[CH:5][C:6]([NH:11][C:12]2[C:13]3[N:14]([CH:27]=[CH:28][N:29]=3)[N:15]=[C:16]([C:18]3[CH:26]=[CH:25][C:21]([C:22](O)=[O:23])=[CH:20][CH:19]=3)[CH:17]=2)=[N:7][C:8]=1[O:9][CH3:10].[NH2:30][CH2:31][CH2:32][C:33]1[CH:38]=[CH:37][NH:36][C:35](=[O:39])[CH:34]=1.CN1C=CN=C1.CCN=C=NCCCN(C)C, predict the reaction product. The product is: [CH3:1][O:2][C:3]1[CH:4]=[CH:5][C:6]([NH:11][C:12]2[C:13]3[N:14]([CH:27]=[CH:28][N:29]=3)[N:15]=[C:16]([C:18]3[CH:19]=[CH:20][C:21]([C:22]([NH:30][CH2:31][CH2:32][C:33]4[CH:38]=[CH:37][NH:36][C:35](=[O:39])[CH:34]=4)=[O:23])=[CH:25][CH:26]=3)[CH:17]=2)=[N:7][C:8]=1[O:9][CH3:10].